This data is from Forward reaction prediction with 1.9M reactions from USPTO patents (1976-2016). The task is: Predict the product of the given reaction. (1) Given the reactants [CH3:1][C:2]1[CH:31]=[CH:30][C:5]([C:6]([NH:8][C:9]2[CH:10]=[CH:11][C:12]([N:15]([CH2:23][CH2:24][N:25]3[CH:29]=[CH:28][CH:27]=[N:26]3)C(=O)OC(C)(C)C)=[N:13][CH:14]=2)=[O:7])=[C:4]([N:32]2[CH2:37][CH2:36][CH:35]([CH3:38])[CH2:34][CH2:33]2)[CH:3]=1.FC(F)(F)C(O)=O, predict the reaction product. The product is: [CH3:1][C:2]1[CH:31]=[CH:30][C:5]([C:6]([NH:8][C:9]2[CH:14]=[N:13][C:12]([NH:15][CH2:23][CH2:24][N:25]3[CH:29]=[CH:28][CH:27]=[N:26]3)=[CH:11][CH:10]=2)=[O:7])=[C:4]([N:32]2[CH2:37][CH2:36][CH:35]([CH3:38])[CH2:34][CH2:33]2)[CH:3]=1. (2) Given the reactants [F:1][C:2]([F:7])([F:6])[C:3]([O-:5])=[O:4].CO[C:10]([NH:12][C@H:13]([C:23]1[NH2+:24][C:25]([C:28]2[CH:37]=[CH:36][C:35]3[C:30](=[CH:31][CH:32]=[CH:33][CH:34]=3)[CH:29]=2)=[CH:26][N:27]=1)[CH2:14][CH2:15][CH2:16][CH2:17][CH2:18][C:19](=[O:22])[CH2:20][CH3:21])=[O:11].O[Li].[OH2:40], predict the reaction product. The product is: [F:1][C:2]([F:7])([F:6])[C:3]([O-:5])=[O:4].[C:3]([C:10]([NH:12][C@H:13]([C:23]1[NH2+:24][C:25]([C:28]2[CH:37]=[CH:36][C:35]3[C:30](=[CH:31][CH:32]=[CH:33][CH:34]=3)[CH:29]=2)=[CH:26][N:27]=1)[CH2:14][CH2:15][CH2:16][CH2:17][CH2:18][C:19](=[O:22])[CH2:20][CH3:21])=[O:11])([OH:4])=[O:40].